From a dataset of Reaction yield outcomes from USPTO patents with 853,638 reactions. Predict the reaction yield, written as a fraction of the theoretical maximum amount of product (1.0 means a 100% yield; for example, 0.34 means a 34% yield). (1) The reactants are Br[C:2]([F:10])([F:9])[C:3]([F:8])([F:7])[CH2:4][CH2:5][OH:6].[S:11](S([O-])=O)([O-:13])=[O:12].[Na+].[Na+].[CH2:19]([N:21]([CH2:24][CH3:25])[CH2:22][CH3:23])[CH3:20].Cl. The catalyst is O.C(#N)C. The product is [F:9][C:2]([F:10])([S:11]([O-:13])=[O:12])[C:3]([F:8])([F:7])[CH2:4][CH2:5][OH:6].[CH2:19]([NH+:21]([CH2:24][CH3:25])[CH2:22][CH3:23])[CH3:20]. The yield is 0.880. (2) The reactants are [CH3:1][N:2]([CH2:13][C:14]1[N:18]([CH2:19][CH2:20][CH2:21][CH:22]2[CH2:27][CH2:26][CH2:25][CH2:24][NH:23]2)[C:17]2[CH:28]=[CH:29][CH:30]=[CH:31][C:16]=2[N:15]=1)[CH:3]1[C:12]2[N:11]=[CH:10][CH:9]=[CH:8][C:7]=2[CH2:6][CH2:5][CH2:4]1.[CH3:32]N(CC1N(CC2CCCN(C)C2)C2C=CC=CC=2N=1)C1C2N=CC=CC=2CCC1. No catalyst specified. The product is [CH3:1][N:2]([CH2:13][C:14]1[N:18]([CH2:19][CH2:20][CH2:21][CH:22]2[CH2:27][CH2:26][CH2:25][CH2:24][N:23]2[CH3:32])[C:17]2[CH:28]=[CH:29][CH:30]=[CH:31][C:16]=2[N:15]=1)[CH:3]1[C:12]2[N:11]=[CH:10][CH:9]=[CH:8][C:7]=2[CH2:6][CH2:5][CH2:4]1. The yield is 0.970. (3) The reactants are [C:1]1([S:7](Cl)(=[O:9])=[O:8])[CH:6]=[CH:5][CH:4]=[CH:3][CH:2]=1.[C:11]([C:15]1[CH:31]=[CH:30][C:18]([CH2:19][N:20]2[C:28]3[C:23](=[CH:24][C:25]([NH2:29])=[CH:26][CH:27]=3)[CH:22]=[CH:21]2)=[CH:17][CH:16]=1)([CH3:14])([CH3:13])[CH3:12].C(N(C(C)C)CC)(C)C.CCCCCC. The catalyst is C(Cl)Cl.CCOC(C)=O. The product is [C:11]([C:15]1[CH:31]=[CH:30][C:18]([CH2:19][N:20]2[C:28]3[C:23](=[CH:24][C:25]([NH:29][S:7]([C:1]4[CH:6]=[CH:5][CH:4]=[CH:3][CH:2]=4)(=[O:9])=[O:8])=[CH:26][CH:27]=3)[CH:22]=[CH:21]2)=[CH:17][CH:16]=1)([CH3:14])([CH3:12])[CH3:13]. The yield is 0.940. (4) The reactants are [CH3:1][O:2][CH2:3][CH2:4][CH2:5][C:6]([OH:8])=O.Cl.[CH3:10][NH:11][O:12][CH3:13]. No catalyst specified. The product is [CH3:13][O:12][N:11]([CH3:10])[C:6](=[O:8])[CH2:5][CH2:4][CH2:3][O:2][CH3:1]. The yield is 0.290. (5) The reactants are [Cl:1][C:2]1[CH:3]=[C:4]([C:12]2[O:16][N:15]=[C:14]([C:17]3[C:27]4[CH2:26][CH2:25][N:24]([CH2:28][CH2:29][C:30]([O:32]C(C)(C)C)=[O:31])[CH2:23][CH2:22][C:21]=4[CH:20]=[CH:19][CH:18]=3)[N:13]=2)[CH:5]=[CH:6][C:7]=1[O:8][CH:9]([CH3:11])[CH3:10]. The catalyst is Cl.O1CCOCC1. The product is [ClH:1].[Cl:1][C:2]1[CH:3]=[C:4]([C:12]2[O:16][N:15]=[C:14]([C:17]3[C:27]4[CH2:26][CH2:25][N:24]([CH2:28][CH2:29][C:30]([OH:32])=[O:31])[CH2:23][CH2:22][C:21]=4[CH:20]=[CH:19][CH:18]=3)[N:13]=2)[CH:5]=[CH:6][C:7]=1[O:8][CH:9]([CH3:11])[CH3:10]. The yield is 0.541.